Dataset: Forward reaction prediction with 1.9M reactions from USPTO patents (1976-2016). Task: Predict the product of the given reaction. Given the reactants [CH3:1][C:2]1[C:3]([CH2:9][N:10]([CH2:17][C:18]2[C:23]([C:24]([CH3:32])([C:26]3[CH:31]=[CH:30][CH:29]=[CH:28][CH:27]=3)[CH3:25])=[CH:22][CH:21]=[CH:20][N:19]=2)[CH:11]2[CH2:16][CH2:15][NH:14][CH2:13][CH2:12]2)=[N:4][CH:5]=[C:6]([CH3:8])[CH:7]=1.[O:33]([C:40](NO)=[O:41])C1C=CC=CC=1, predict the reaction product. The product is: [CH3:1][C:2]1[C:3]([CH2:9][N:10]([CH2:17][C:18]2[C:23]([C:24]([CH3:32])([C:26]3[CH:27]=[CH:28][CH:29]=[CH:30][CH:31]=3)[CH3:25])=[CH:22][CH:21]=[CH:20][N:19]=2)[CH:11]2[CH2:12][CH2:13][N:14]([C:40]([OH:41])=[O:33])[CH2:15][CH2:16]2)=[N:4][CH:5]=[C:6]([CH3:8])[CH:7]=1.